This data is from Full USPTO retrosynthesis dataset with 1.9M reactions from patents (1976-2016). The task is: Predict the reactants needed to synthesize the given product. (1) Given the product [CH3:1][C:2]1[CH:7]=[C:6]([C:8](=[N:26][OH:27])[CH2:9][CH:10]([C:17]2[CH:22]=[CH:21][CH:20]=[CH:19][CH:18]=2)[C:11]2[CH:16]=[CH:15][CH:14]=[CH:13][CH:12]=2)[CH:5]=[C:4]([CH3:24])[N:3]=1, predict the reactants needed to synthesize it. The reactants are: [CH3:1][C:2]1[CH:7]=[C:6]([C:8](=O)[CH2:9][CH:10]([C:17]2[CH:22]=[CH:21][CH:20]=[CH:19][CH:18]=2)[C:11]2[CH:16]=[CH:15][CH:14]=[CH:13][CH:12]=2)[CH:5]=[C:4]([CH3:24])[N:3]=1.Cl.[NH2:26][OH:27].C([O-])(O)=O.[Na+]. (2) The reactants are: C(N(CC)CC)C.[Cl:8][C:9]1[CH:10]=[C:11]([CH:21]=[CH:22][C:23]=1[Cl:24])[CH2:12][N:13]1[CH2:18][CH2:17][O:16][CH:15]([CH2:19][NH2:20])[CH2:14]1.Cl[C:26]([O:28][C:29]1[CH:34]=[CH:33][C:32]([N+:35]([O-:37])=[O:36])=[CH:31][CH:30]=1)=[O:27]. Given the product [Cl:8][C:9]1[CH:10]=[C:11]([CH:21]=[CH:22][C:23]=1[Cl:24])[CH2:12][N:13]1[CH2:18][CH2:17][O:16][CH:15]([CH2:19][NH:20][C:26](=[O:27])[O:28][C:29]2[CH:30]=[CH:31][C:32]([N+:35]([O-:37])=[O:36])=[CH:33][CH:34]=2)[CH2:14]1, predict the reactants needed to synthesize it. (3) Given the product [C:16]1([N:22]2[CH2:26][C:25]3([CH2:27][CH2:28][N:29]([C:2]4[NH:6][C:5]5[CH:7]=[CH:8][C:9]([C:11]([F:14])([F:13])[F:12])=[CH:10][C:4]=5[N:3]=4)[CH2:30][CH2:31]3)[O:24][C:23]2=[O:32])[CH:17]=[CH:18][CH:19]=[CH:20][CH:21]=1, predict the reactants needed to synthesize it. The reactants are: Cl[C:2]1[NH:6][C:5]2[CH:7]=[CH:8][C:9]([C:11]([F:14])([F:13])[F:12])=[CH:10][C:4]=2[N:3]=1.Br.[C:16]1([N:22]2[CH2:26][C:25]3([CH2:31][CH2:30][NH:29][CH2:28][CH2:27]3)[O:24][C:23]2=[O:32])[CH:21]=[CH:20][CH:19]=[CH:18][CH:17]=1.CCN(C(C)C)C(C)C. (4) Given the product [CH3:16][S:3]([C:9]1[CH:14]=[CH:13][C:12]([OH:15])=[CH:11][CH:10]=1)(=[O:5])=[O:2], predict the reactants needed to synthesize it. The reactants are: O[O:2][S:3]([O-:5])=O.[K+].CS[C:9]1[CH:14]=[CH:13][C:12]([OH:15])=[CH:11][CH:10]=1.[CH2:16](O)C. (5) Given the product [CH3:1][O:2][C:3](=[O:25])[C:4]1[CH:9]=[CH:8][C:7]([NH:10][C:11]([NH:33][C:30]2[CH:29]=[N:28][C:27]([CH3:26])=[CH:32][N:31]=2)=[O:13])=[C:6]([O:23][CH3:24])[CH:5]=1, predict the reactants needed to synthesize it. The reactants are: [CH3:1][O:2][C:3](=[O:25])[C:4]1[CH:9]=[CH:8][C:7]([NH:10][C:11]([O:13]C2C=CC([N+]([O-])=O)=CC=2)=O)=[C:6]([O:23][CH3:24])[CH:5]=1.[CH3:26][C:27]1[N:28]=[CH:29][C:30]([NH2:33])=[N:31][CH:32]=1.CCOC(C)=O. (6) Given the product [C:31]([N:28]1[CH2:27][CH2:26][C:25]2([CH2:21][N:22]([CH2:2][C:3]3[N:13]([CH2:14][CH2:15][C:16]([CH3:19])([CH3:18])[CH3:17])[C:6]4[N:7]=[C:8]([C:11]#[N:12])[N:9]=[CH:10][C:5]=4[CH:4]=3)[CH2:23][CH2:24]2)[CH2:30][CH2:29]1)(=[O:33])[CH3:32], predict the reactants needed to synthesize it. The reactants are: Br[CH2:2][C:3]1[N:13]([CH2:14][CH2:15][C:16]([CH3:19])([CH3:18])[CH3:17])[C:6]2[N:7]=[C:8]([C:11]#[N:12])[N:9]=[CH:10][C:5]=2[CH:4]=1.Cl.[CH2:21]1[C:25]2([CH2:30][CH2:29][N:28]([C:31](=[O:33])[CH3:32])[CH2:27][CH2:26]2)[CH2:24][CH2:23][NH:22]1.C([O-])([O-])=O.[K+].[K+].C(N(CC)CC)C.